This data is from Forward reaction prediction with 1.9M reactions from USPTO patents (1976-2016). The task is: Predict the product of the given reaction. (1) Given the reactants C([C:4]1[C:12]2[C:7](=[CH:8][CH:9]=[CH:10][CH:11]=2)[NH:6][N:5]=1)(=O)C.[OH-:13].[Na+].Cl.[O:16]1[CH2:20]CC[CH2:17]1, predict the reaction product. The product is: [CH3:17][O:16][C:20]([C:10]1[CH:11]=[C:12]2[C:7](=[CH:8][CH:9]=1)[NH:6][N:5]=[CH:4]2)=[O:13]. (2) Given the reactants [F:1][C:2]1[CH:7]=[CH:6][C:5]([F:8])=[CH:4][C:3]=1[C@@H:9]1[C@@H:14]([NH:15]C(=O)OC(C)(C)C)[CH2:13][C@@H:12]([N:23]2[CH2:30][C:29]3[C:25](=[N:26][N:27]([S:31]([CH:34]4[CH2:36][CH2:35]4)(=[O:33])=[O:32])[CH:28]=3)[CH2:24]2)[CH2:11][O:10]1.[F:37][C:38]([F:43])([F:42])[C:39]([OH:41])=[O:40], predict the reaction product. The product is: [F:37][C:38]([F:43])([F:42])[C:39]([OH:41])=[O:40].[F:1][C:2]1[CH:7]=[CH:6][C:5]([F:8])=[CH:4][C:3]=1[C@@H:9]1[C@@H:14]([NH2:15])[CH2:13][C@@H:12]([N:23]2[CH2:30][C:29]3[C:25](=[N:26][N:27]([S:31]([CH:34]4[CH2:36][CH2:35]4)(=[O:32])=[O:33])[CH:28]=3)[CH2:24]2)[CH2:11][O:10]1. (3) The product is: [Br:7][C:8]1[CH:13]=[CH:12][C:11]([O:14][C:16]2[CH:21]=[CH:20][CH:19]=[CH:18][N:17]=2)=[CH:10][CH:9]=1. Given the reactants C(=O)([O-])[O-].[K+].[K+].[Br:7][C:8]1[CH:13]=[CH:12][C:11]([OH:14])=[CH:10][CH:9]=1.Br[C:16]1[CH:21]=[CH:20][CH:19]=[CH:18][N:17]=1.[OH-].[Na+], predict the reaction product. (4) The product is: [OH:36][C:35]([C:2]1[C:10]2[O:9][CH2:8][CH2:7][C:6]=2[C:5]([CH3:11])=[C:4]([NH:12][C:13](=[O:19])[O:14][C:15]([CH3:18])([CH3:17])[CH3:16])[C:3]=1[CH3:20])([C:32]1[CH:33]=[CH:34][C:29]([CH:27]([CH3:28])[CH3:26])=[CH:30][CH:31]=1)[CH3:37]. Given the reactants Br[C:2]1[C:10]2[O:9][CH2:8][CH2:7][C:6]=2[C:5]([CH3:11])=[C:4]([NH:12][C:13](=[O:19])[O:14][C:15]([CH3:18])([CH3:17])[CH3:16])[C:3]=1[CH3:20].C([Li])CCC.[CH3:26][CH:27]([C:29]1[CH:34]=[CH:33][C:32]([C:35]([CH3:37])=[O:36])=[CH:31][CH:30]=1)[CH3:28].O, predict the reaction product. (5) Given the reactants [CH2:1]([OH:11])[CH2:2][CH2:3][CH2:4][CH2:5][CH2:6][CH2:7][CH2:8][CH2:9][OH:10].O=[CH:13][C@@H:14]([C@@H:16]([C@H:18]([C@H:20]([CH3:22])[OH:21])[OH:19])[OH:17])[OH:15], predict the reaction product. The product is: [O:11]([CH2:1][CH2:2][CH2:3][CH2:4][CH2:5][CH2:6][CH2:7][CH2:8][CH2:9][OH:10])[CH:13]1[O:21][C@@H:20]([CH3:22])[C@H:18]([OH:19])[C@@H:16]([OH:17])[C@H:14]1[OH:15]. (6) Given the reactants [CH3:1][CH2:2][CH2:3][CH2:4][CH2:5][C@H:6]([OH:28])[CH2:7][CH2:8][C@@H:9]1[C@H:13]2[CH2:14][C:15]3[CH:21]=[CH:20][CH:19]=[C:18]([O:22][CH2:23][C:24]([OH:26])=[O:25])[C:16]=3[CH2:17][C@H:12]2[CH2:11][C@H:10]1[OH:27].C(NCCO)CO.O.Cl, predict the reaction product. The product is: [CH3:1][CH2:2][CH2:3][CH2:4][CH2:5][C@H:6]([OH:28])[CH2:7][CH2:8][C@H:9]1[C@H:10]([OH:27])[CH2:11][C@H:12]2[C@@H:13]1[CH2:14][C:15]1[C:16]([CH2:17]2)=[C:18]([O:22][CH2:23][C:24]([OH:26])=[O:25])[CH:19]=[CH:20][CH:21]=1.